This data is from Catalyst prediction with 721,799 reactions and 888 catalyst types from USPTO. The task is: Predict which catalyst facilitates the given reaction. (1) Product: [CH3:28][C:27]([CH3:30])([CH3:29])[CH2:26][N:19]([C:20]1[CH:25]=[CH:24][CH:23]=[CH:22][N:21]=1)[C:17](=[O:18])[C:16]1[CH:31]=[CH:32][C:33]([O:35][CH3:36])=[CH:34][C:15]=1[N:12]1[CH2:13][CH2:14][CH:10]([CH2:9][OH:8])[CH2:11]1. The catalyst class is: 1. Reactant: [Si]([O:8][CH2:9][CH:10]1[CH2:14][CH2:13][N:12]([C:15]2[CH:34]=[C:33]([O:35][CH3:36])[CH:32]=[CH:31][C:16]=2[C:17]([N:19]([CH2:26][C:27]([CH3:30])([CH3:29])[CH3:28])[C:20]2[CH:25]=[CH:24][CH:23]=[CH:22][N:21]=2)=[O:18])[CH2:11]1)(C(C)(C)C)(C)C.[Cl-].[NH4+]. (2) The catalyst class is: 1. Product: [N:1]1([CH:8]([C:12]2[CH:13]=[CH:14][CH:15]=[CH:16][CH:17]=2)[C:9]([O:11][C@@H:20]2[CH:21]3[CH2:24][CH2:25][N:18]([CH2:23][CH2:22]3)[CH2:19]2)=[O:10])[CH2:7][CH2:6][CH2:5][CH2:4][CH2:3][CH2:2]1. Reactant: [N:1]1([CH:8]([C:12]2[CH:17]=[CH:16][CH:15]=[CH:14][CH:13]=2)[C:9]([OH:11])=[O:10])[CH2:7][CH2:6][CH2:5][CH2:4][CH2:3][CH2:2]1.[N:18]12[CH2:25][CH2:24][CH:21]([CH2:22][CH2:23]1)[C@@H:20](O)[CH2:19]2.C1C=CC2N(O)N=NC=2C=1.C1CCC(N=C=NC2CCCCC2)CC1.